Task: Predict the reactants needed to synthesize the given product.. Dataset: Full USPTO retrosynthesis dataset with 1.9M reactions from patents (1976-2016) (1) The reactants are: [Cl:1][C:2]1[CH:3]=[C:4]([CH:26]=[CH:27][C:28]=1[Cl:29])[CH2:5][O:6][C:7]1[CH:12]=[CH:11][C:10]([C:13](=[O:25])[CH2:14][O:15][C:16]2[CH:17]=[C:18]([CH:21]=[CH:22][C:23]=2[F:24])[C:19]#[N:20])=[CH:9][CH:8]=1. Given the product [Cl:1][C:2]1[CH:3]=[C:4]([CH:26]=[CH:27][C:28]=1[Cl:29])[CH2:5][O:6][C:7]1[CH:12]=[CH:11][C:10]([C@@H:13]([OH:25])[CH2:14][O:15][C:16]2[CH:17]=[C:18]([CH:21]=[CH:22][C:23]=2[F:24])[C:19]#[N:20])=[CH:9][CH:8]=1, predict the reactants needed to synthesize it. (2) The reactants are: N(C(OC(C)C)=O)=NC(OC(C)C)=O.[CH2:15]([N:17]([CH2:39][CH3:40])[C:18](=[O:38])[CH2:19][C:20]1[C:21]([C:31]2[CH:36]=[CH:35][C:34]([OH:37])=[CH:33][CH:32]=2)=[N:22][N:23]2[C:28]([CH3:29])=[CH:27][C:26]([CH3:30])=[N:25][C:24]=12)[CH3:16].C1(P(C2C=CC=CC=2)C2C=CC=CC=2)C=CC=CC=1.[S:60]([C:67]1[CH:73]=[CH:72][C:70]([CH3:71])=[CH:69][CH:68]=1)([O:63][CH2:64][CH2:65]O)(=[O:62])=[O:61]. Given the product [CH2:39]([N:17]([CH2:15][CH3:16])[C:18]([CH2:19][C:20]1[C:21]([C:31]2[CH:32]=[CH:33][C:34]([O:37][CH2:65][CH2:64][O:63][S:60]([C:67]3[CH:73]=[CH:72][C:70]([CH3:71])=[CH:69][CH:68]=3)(=[O:62])=[O:61])=[CH:35][CH:36]=2)=[N:22][N:23]2[C:28]([CH3:29])=[CH:27][C:26]([CH3:30])=[N:25][C:24]=12)=[O:38])[CH3:40], predict the reactants needed to synthesize it. (3) Given the product [CH:1]1([C:4]2[NH:8][C:7]3[CH:9]=[C:10]([C:14]4[C:15]([CH3:20])=[N:16][O:17][C:18]=4[CH3:19])[CH:11]=[C:12]([N:27]4[C@H:23]([C:22]([F:30])([F:29])[F:21])[CH2:24][CH2:25][C:26]4=[O:28])[C:6]=3[N:5]=2)[CH2:3][CH2:2]1, predict the reactants needed to synthesize it. The reactants are: [CH:1]1([C:4]2[NH:8][C:7]3[CH:9]=[C:10]([C:14]4[C:15]([CH3:20])=[N:16][O:17][C:18]=4[CH3:19])[CH:11]=[C:12](I)[C:6]=3[N:5]=2)[CH2:3][CH2:2]1.[F:21][C:22]([F:30])([F:29])[CH:23]1[NH:27][C:26](=[O:28])[CH2:25][CH2:24]1. (4) Given the product [CH3:34][O:33][C:32]1[CH:31]=[C:30]2[C:25]([CH:26]=[CH:27][CH:28]=[N:29]2)=[CH:24][C:23]=1[NH:22][C:21]([C:18]1[C:15]2=[N:16][CH:17]=[C:12]([CH2:10][OH:9])[CH:13]=[C:14]2[S:20][CH:19]=1)=[O:35], predict the reactants needed to synthesize it. The reactants are: [H-].[Al+3].[Li+].[H-].[H-].[H-].C([O:9][C:10]([C:12]1[CH:13]=[C:14]2[S:20][CH:19]=[C:18]([C:21](=[O:35])[NH:22][C:23]3[CH:24]=[C:25]4[C:30](=[CH:31][C:32]=3[O:33][CH3:34])[N:29]=[CH:28][CH:27]=[CH:26]4)[C:15]2=[N:16][CH:17]=1)=O)C. (5) The reactants are: [C:1]([C:3]1[C:11]2[C:6](=[CH:7][CH:8]=[C:9](OC)[CH:10]=2)[N:5]([CH2:14][CH3:15])[C:4]=1[C:16]1[CH:25]=[CH:24][C:19]([C:20]([O:22]C)=[O:21])=[CH:18][CH:17]=1)#[N:2].[OH-].[Na+].C1C[O:31][CH2:30]C1. Given the product [C:1]([C:3]1[C:11]2[C:6](=[CH:7][C:8]([O:31][CH3:30])=[CH:9][CH:10]=2)[N:5]([CH2:14][CH3:15])[C:4]=1[C:16]1[CH:17]=[CH:18][C:19]([C:20]([OH:22])=[O:21])=[CH:24][CH:25]=1)#[N:2], predict the reactants needed to synthesize it. (6) Given the product [Br:44][C:41]1[CH:40]=[CH:39][C:38]([CH2:37][C:34]2[C:35](=[O:36])[N:30]([C:27]3[N:26]=[CH:25][C:24]([OH:23])=[CH:29][N:28]=3)[C:31]([CH3:49])=[N:32][C:33]=2[CH2:45][CH2:46][CH2:47][CH3:48])=[CH:43][CH:42]=1, predict the reactants needed to synthesize it. The reactants are: FC(F)(F)C(O)=O.C1(OC)C=CC=CC=1.C([O:23][C:24]1[CH:25]=[N:26][C:27]([N:30]2[C:35](=[O:36])[C:34]([CH2:37][C:38]3[CH:43]=[CH:42][C:41]([Br:44])=[CH:40][CH:39]=3)=[C:33]([CH2:45][CH2:46][CH2:47][CH3:48])[N:32]=[C:31]2[CH3:49])=[N:28][CH:29]=1)C1C=CC=CC=1.O. (7) Given the product [CH:1]1[CH:10]=[CH:9][C:8]2[N:7]=[C:6]([CH:11]3[CH2:13][CH2:12]3)[C:5](/[CH:14]=[CH:15]/[C@@H:16]([OH:17])[CH2:18][C@@H:19]([OH:20])[CH2:21][C:22]([OH:24])=[O:23])=[C:4]([C:25]3[CH:26]=[CH:27][C:28]([F:31])=[CH:29][CH:30]=3)[C:3]=2[CH:2]=1, predict the reactants needed to synthesize it. The reactants are: [CH:1]1[CH:10]=[CH:9][C:8]2[N:7]=[C:6]([CH:11]3[CH2:13][CH2:12]3)[C:5](/[CH:14]=[CH:15]/[C@H:16]([CH2:18][C@H:19]([CH2:21][C:22]([O-:24])=[O:23])[OH:20])[OH:17])=[C:4]([C:25]3[CH:30]=[CH:29][C:28]([F:31])=[CH:27][CH:26]=3)[C:3]=2[CH:2]=1.[CH:1]1[CH:10]=[CH:9][C:8]2[N:7]=[C:6]([CH:11]3[CH2:12][CH2:13]3)[C:5](/[CH:14]=[CH:15]/[C@H:16]([CH2:18][C@H:19]([CH2:21][C:22]([O-:24])=[O:23])[OH:20])[OH:17])=[C:4]([C:25]3[CH:26]=[CH:27][C:28]([F:31])=[CH:29][CH:30]=3)[C:3]=2[CH:2]=1.[Ca+2].Cl.[Cl-].[Na+]. (8) Given the product [CH2:1]([O:3][C:4](=[O:18])[C:5]([O:8][C:9]1[CH:10]=[CH:11][C:12]([CH2:15][CH2:16][NH:17][C:28]([C:27]2[C:22]([CH:19]3[CH2:21][CH2:20]3)=[N:23][C:24]([C:31]3[CH:32]=[CH:33][C:34]([C:37]([F:39])([F:40])[F:38])=[CH:35][CH:36]=3)=[N:25][CH:26]=2)=[O:29])=[CH:13][CH:14]=1)([CH3:7])[CH3:6])[CH3:2], predict the reactants needed to synthesize it. The reactants are: [CH2:1]([O:3][C:4](=[O:18])[C:5]([O:8][C:9]1[CH:14]=[CH:13][C:12]([CH2:15][CH2:16][NH2:17])=[CH:11][CH:10]=1)([CH3:7])[CH3:6])[CH3:2].[CH:19]1([C:22]2[C:27]([C:28](O)=[O:29])=[CH:26][N:25]=[C:24]([C:31]3[CH:36]=[CH:35][C:34]([C:37]([F:40])([F:39])[F:38])=[CH:33][CH:32]=3)[N:23]=2)[CH2:21][CH2:20]1.